Dataset: Catalyst prediction with 721,799 reactions and 888 catalyst types from USPTO. Task: Predict which catalyst facilitates the given reaction. (1) Reactant: C(OC([N:8]1[CH2:15][CH:14]2[N:16]([CH2:17][C:18]3[CH:23]=[CH:22][C:21]([F:24])=[CH:20][CH:19]=3)[CH:10]([CH2:11][N:12]([C:25](=[O:39])[CH2:26][O:27][C:28]3[CH:33]=[CH:32][C:31]([Cl:34])=[CH:30][C:29]=3[NH:35][C:36](=[O:38])[CH3:37])[CH2:13]2)[CH2:9]1)=O)(C)(C)C.Cl. Product: [Cl:34][C:31]1[CH:32]=[CH:33][C:28]([O:27][CH2:26][C:25]([N:12]2[CH2:13][CH:14]3[N:16]([CH2:17][C:18]4[CH:19]=[CH:20][C:21]([F:24])=[CH:22][CH:23]=4)[CH:10]([CH2:9][NH:8][CH2:15]3)[CH2:11]2)=[O:39])=[C:29]([NH:35][C:36](=[O:38])[CH3:37])[CH:30]=1. The catalyst class is: 14. (2) Reactant: [Cl-].O[NH3+:3].[C:4](=[O:7])([O-])[OH:5].[Na+].CS(C)=O.[CH2:13]([C:17]1[N:18]=[C:19]([CH3:48])[N:20]([C:39]2[CH:40]=[CH:41][C:42]3[O:46][CH2:45][CH2:44][C:43]=3[CH:47]=2)[C:21](=[O:38])[C:22]=1[CH2:23][C:24]1[CH:29]=[CH:28][C:27]([C:30]2[C:31]([C:36]#[N:37])=[CH:32][CH:33]=[CH:34][CH:35]=2)=[CH:26][CH:25]=1)[CH2:14][CH2:15][CH3:16]. Product: [CH2:13]([C:17]1[N:18]=[C:19]([CH3:48])[N:20]([C:39]2[CH:40]=[CH:41][C:42]3[O:46][CH2:45][CH2:44][C:43]=3[CH:47]=2)[C:21](=[O:38])[C:22]=1[CH2:23][C:24]1[CH:25]=[CH:26][C:27]([C:30]2[CH:35]=[CH:34][CH:33]=[CH:32][C:31]=2[C:36]2[NH:3][C:4](=[O:7])[O:5][N:37]=2)=[CH:28][CH:29]=1)[CH2:14][CH2:15][CH3:16]. The catalyst class is: 69. (3) Reactant: [CH:1]([C:3]1[CH:8]=[CH:7][CH:6]=[CH:5][C:4]=1C=C)=[CH2:2].C(OS([O-])(=O)=O)CCCCCCCCCCC.[Na+].C=CC1C=CC=CC=1.[CH:37]([S:45]([O-:48])(=[O:47])=[O:46])=[CH:38][C:39]1[CH:44]=[CH:43][CH:42]=[CH:41][CH:40]=1.[Na+].S(OOS([O-])(=O)=O)([O-])(=O)=O.[K+].[K+]. Product: [CH:37]([S:45]([OH:48])(=[O:46])=[O:47])=[CH:38][C:39]1[CH:44]=[CH:43][CH:42]=[CH:41][CH:40]=1.[CH2:2]=[CH:1][C:3]1[CH:8]=[CH:7][CH:6]=[CH:5][CH:4]=1. The catalyst class is: 6.